Dataset: Peptide-MHC class II binding affinity with 134,281 pairs from IEDB. Task: Regression. Given a peptide amino acid sequence and an MHC pseudo amino acid sequence, predict their binding affinity value. This is MHC class II binding data. (1) The peptide sequence is PPPPQLGASPYKLGP. The MHC is DRB1_1602 with pseudo-sequence DRB1_1602. The binding affinity (normalized) is 0.176. (2) The peptide sequence is EKKYFAAIQFEPLAA. The MHC is HLA-DPA10201-DPB11401 with pseudo-sequence HLA-DPA10201-DPB11401. The binding affinity (normalized) is 0.881. (3) The peptide sequence is YDKYLANVSTVLTGK. The MHC is DRB3_0202 with pseudo-sequence DRB3_0202. The binding affinity (normalized) is 0.920. (4) The peptide sequence is IRQLERLLQAVVGAG. The MHC is HLA-DPA10201-DPB11401 with pseudo-sequence HLA-DPA10201-DPB11401. The binding affinity (normalized) is 0.348. (5) The MHC is DRB1_0901 with pseudo-sequence DRB1_0901. The binding affinity (normalized) is 0.893. The peptide sequence is FKTFEAAFTSSSKAA. (6) The binding affinity (normalized) is 0.731. The peptide sequence is QLIYPLISPSFLVYS. The MHC is DRB1_0901 with pseudo-sequence DRB1_0901.